This data is from Catalyst prediction with 721,799 reactions and 888 catalyst types from USPTO. The task is: Predict which catalyst facilitates the given reaction. (1) Reactant: C(O[C:4]([C:6]1[N:7]=[CH:8][N:9]=[N:10][C:11]=1[NH:12][C:13](=[O:24])[CH2:14][C:15]1[C:20]([F:21])=[CH:19][C:18]([F:22])=[CH:17][C:16]=1[F:23])=[O:5])C.C(=O)([O-])[O-].[K+].[K+]. Product: [F:21][C:20]1[CH:19]=[C:18]([F:22])[CH:17]=[C:16]([F:23])[C:15]=1[CH:14]1[C:13](=[O:24])[NH:12][C:11]2[N:10]=[N:9][CH:8]=[N:7][C:6]=2[C:4]1=[O:5]. The catalyst class is: 3. (2) Reactant: C([Li])CCC.[C:6](#[N:8])[CH3:7].[F:9][C:10]([F:17])([CH2:15][CH3:16])[C:11](OC)=[O:12]. Product: [F:9][C:10]([F:17])([CH2:15][CH3:16])[C:11](=[O:12])[CH2:7][C:6]#[N:8]. The catalyst class is: 1. (3) Reactant: [NH:1]([C:3]1[CH:8]=[CH:7][N:6]=[CH:5][C:4]=1[CH3:9])[NH2:2].C(O[CH:13]=[C:14]([C:17]#[N:18])[C:15]#[N:16])C. Product: [NH2:18][C:17]1[N:1]([C:3]2[CH:8]=[CH:7][N:6]=[CH:5][C:4]=2[CH3:9])[N:2]=[CH:13][C:14]=1[C:15]#[N:16]. The catalyst class is: 5. (4) Reactant: [F:1][C:2]1[C:7]([F:8])=[CH:6][CH:5]=[CH:4][C:3]=1[CH:9]([O:23][CH2:24][C:25](OCC)=[O:26])[C@@H:10]1[CH2:15][CH2:14][CH2:13][N:12]([C:16]([O:18][C:19]([CH3:22])([CH3:21])[CH3:20])=[O:17])[CH2:11]1.[BH4-].[Na+]. Product: [F:1][C:2]1[C:7]([F:8])=[CH:6][CH:5]=[CH:4][C:3]=1[CH:9]([O:23][CH2:24][CH2:25][OH:26])[C@@H:10]1[CH2:15][CH2:14][CH2:13][N:12]([C:16]([O:18][C:19]([CH3:20])([CH3:21])[CH3:22])=[O:17])[CH2:11]1. The catalyst class is: 5. (5) Reactant: C(OC(=O)[NH:7][CH2:8][CH2:9][C:10]1[N:11]=[N:12][N:13]([CH2:15][CH2:16][F:17])[N:14]=1)(C)(C)C.Cl. Product: [F:17][CH2:16][CH2:15][N:13]1[N:12]=[N:11][C:10]([CH2:9][CH2:8][NH2:7])=[N:14]1. The catalyst class is: 2. (6) Reactant: [CH3:1][N:2]([CH3:21])[C:3]1[CH:8]=[CH:7][CH:6]=[CH:5][C:4]=1[C:9]1[O:10][C:11]2[C:12](=[C:14]([C:18]([OH:20])=O)[CH:15]=[CH:16][CH:17]=2)[N:13]=1.Cl.Cl.[NH2:24][C@H:25]1[CH:30]2[CH2:31][CH2:32][N:27]([CH2:28][CH2:29]2)[CH2:26]1.Cl.C(N=C=NCCCN(C)C)C.ON1C2C=CC=CC=2N=N1.C(N(CC)CC)C. Product: [N:27]12[CH2:32][CH2:31][CH:30]([CH2:29][CH2:28]1)[C@H:25]([NH:24][C:18]([C:14]1[CH:15]=[CH:16][CH:17]=[C:11]3[O:10][C:9]([C:4]4[CH:5]=[CH:6][CH:7]=[CH:8][C:3]=4[N:2]([CH3:1])[CH3:21])=[N:13][C:12]=13)=[O:20])[CH2:26]2. The catalyst class is: 174.